This data is from Forward reaction prediction with 1.9M reactions from USPTO patents (1976-2016). The task is: Predict the product of the given reaction. Given the reactants Br[C:2]1[CH:9]=[CH:8][C:5]([CH:6]=[O:7])=[CH:4][CH:3]=1.C1(P(C2C=CC=CC=2)C2C=CC=CC=2)C=CC=CC=1.C(CN)O.[CH3:33][C:34]([OH:38])([C:36]#[CH:37])[CH3:35], predict the reaction product. The product is: [OH:38][C:34]([CH3:35])([CH3:33])[C:36]#[C:37][C:2]1[CH:9]=[CH:8][C:5]([CH:6]=[O:7])=[CH:4][CH:3]=1.